This data is from Catalyst prediction with 721,799 reactions and 888 catalyst types from USPTO. The task is: Predict which catalyst facilitates the given reaction. Reactant: C1(P(C2CCCCC2)C2C=CC=CC=2C2C=CC=CC=2)CCCCC1.[CH3:26][O:27][C:28]([C:30]1[CH:35]=[CH:34][C:33]([CH:36]2[CH2:38][CH2:37]2)=[C:32](Cl)[N:31]=1)=[O:29].[Cl:40][C:41]1[CH:47]=[C:46]([Cl:48])[CH:45]=[CH:44][C:42]=1[NH2:43].C(=O)([O-])[O-].[K+].[K+]. Product: [CH3:26][O:27][C:28]([C:30]1[CH:35]=[CH:34][C:33]([CH:36]2[CH2:38][CH2:37]2)=[C:32]([NH:43][C:42]2[CH:44]=[CH:45][C:46]([Cl:48])=[CH:47][C:41]=2[Cl:40])[N:31]=1)=[O:29]. The catalyst class is: 160.